Task: Predict which catalyst facilitates the given reaction.. Dataset: Catalyst prediction with 721,799 reactions and 888 catalyst types from USPTO (1) Reactant: N1C=CC=CC=1C(O)=O.C([O-])([O-])=O.[Cs+].[Cs+].I[C:17]1[N:22]=[N:21][C:20]([N:23]([CH2:33][C:34]2[CH:39]=[CH:38][C:37]([O:40][CH3:41])=[CH:36][CH:35]=2)[CH2:24][C:25]2[CH:30]=[CH:29][C:28]([O:31][CH3:32])=[CH:27][CH:26]=2)=[CH:19][CH:18]=1.[C:42]([O:50][CH2:51][CH3:52])(=[O:49])[CH2:43][C:44]([O:46][CH2:47][CH3:48])=[O:45]. Product: [CH3:32][O:31][C:28]1[CH:29]=[CH:30][C:25]([CH2:24][N:23]([CH2:33][C:34]2[CH:39]=[CH:38][C:37]([O:40][CH3:41])=[CH:36][CH:35]=2)[C:20]2[N:21]=[N:22][C:17]([CH:43]([C:44]([O:46][CH2:47][CH3:48])=[O:45])[C:42]([O:50][CH2:51][CH3:52])=[O:49])=[CH:18][CH:19]=2)=[CH:26][CH:27]=1. The catalyst class is: 185. (2) Reactant: [O:1]1[CH2:4][CH:3]([CH2:5][C:6]([O:8]C)=[O:7])[CH2:2]1.O.[OH-].[Li+:12]. Product: [O:1]1[CH2:4][CH:3]([CH2:5][C:6]([O-:8])=[O:7])[CH2:2]1.[Li+:12]. The catalyst class is: 30. (3) Reactant: [Br:1][C:2]1[CH:9]=[CH:8][C:5]([CH:6]=[O:7])=[CH:4][N:3]=1.[S:10]([OH:14])([CH3:13])(=[O:12])=[O:11].[CH2:15](O)[CH2:16][CH:17]=[CH2:18].C([O-])([O-])=O.[Na+].[Na+]. Product: [CH3:13][S:10]([O:14][CH:16]1[CH2:17][CH2:18][O:7][CH:6]([C:5]2[CH:4]=[N:3][C:2]([Br:1])=[CH:9][CH:8]=2)[CH2:15]1)(=[O:12])=[O:11]. The catalyst class is: 34. (4) Reactant: [CH2:1]([O:3][C:4]1[CH:13]=[CH:12][CH:11]=[C:10]2[C:5]=1[CH:6]=[C:7]([CH2:14]O)[CH:8]=[N:9]2)[CH3:2].O=S(Cl)[Cl:18]. Product: [ClH:18].[Cl:18][CH2:14][C:7]1[CH:8]=[N:9][C:10]2[C:5]([CH:6]=1)=[C:4]([O:3][CH2:1][CH3:2])[CH:13]=[CH:12][CH:11]=2. The catalyst class is: 2. (5) Reactant: [N:1]1([C:6]2[N:11]=[C:10]([NH:12][CH2:13][CH2:14][NH2:15])[CH:9]=[C:8]([N:16]3[CH2:20][CH2:19][CH2:18][CH2:17]3)[N:7]=2)[CH2:5][CH2:4][CH2:3][CH2:2]1.[Cl:21][C:22]1[CH:27]=[CH:26][C:25]([NH:28][C:29]2[C:30](=O)[C:31](=[O:35])[C:32]=2[O:33]C)=[CH:24][CH:23]=1. Product: [Cl:21][C:22]1[CH:23]=[CH:24][C:25]([NH:28][C:29]2[C:32](=[O:33])[C:31](=[O:35])[C:30]=2[NH:15][CH2:14][CH2:13][NH:12][C:10]2[CH:9]=[C:8]([N:16]3[CH2:17][CH2:18][CH2:19][CH2:20]3)[N:7]=[C:6]([N:1]3[CH2:5][CH2:4][CH2:3][CH2:2]3)[N:11]=2)=[CH:26][CH:27]=1. The catalyst class is: 8. (6) Reactant: F[S:2]([C:5]([C:8]([C:11]([C:14]([O:17][CH2:18][C:19]1[CH:24]=[CH:23][CH:22]=[CH:21][CH:20]=1)([F:16])[F:15])([F:13])[F:12])([F:10])[F:9])([F:7])[F:6])(=[O:4])=[O:3].[OH-:25].[Li+:26].[OH-].C(=O)=O. Product: [S:2]([C:5]([C:8]([C:11]([C:14]([O:17][CH2:18][C:19]1[CH:24]=[CH:23][CH:22]=[CH:21][CH:20]=1)([F:16])[F:15])([F:13])[F:12])([F:10])[F:9])([F:7])[F:6])([O:25][Li:26])(=[O:4])=[O:3]. The catalyst class is: 5. (7) Reactant: [OH:1][C:2]([C:12]1[CH:17]=[CH:16][C:15]([OH:18])=[CH:14][CH:13]=1)([CH3:11])[CH2:3][NH:4][S:5]([CH:8]([CH3:10])[CH3:9])(=[O:7])=[O:6].[H-].[Na+].Br[CH2:22][C:23]1[CH:28]=[CH:27][CH:26]=[CH:25][C:24]=1[C:29]#[N:30].N[C@H](C(O)=O)CC1C=C2C(C=CC=C2)=CC=1. Product: [OH:1][C:2]([C:12]1[CH:13]=[CH:14][C:15]([O:18][CH2:22][C:23]2[CH:28]=[CH:27][CH:26]=[CH:25][C:24]=2[C:29]#[N:30])=[CH:16][CH:17]=1)([CH3:11])[CH2:3][NH:4][S:5]([CH:8]([CH3:10])[CH3:9])(=[O:7])=[O:6]. The catalyst class is: 18.